This data is from NCI-60 drug combinations with 297,098 pairs across 59 cell lines. The task is: Regression. Given two drug SMILES strings and cell line genomic features, predict the synergy score measuring deviation from expected non-interaction effect. (1) Drug 1: CNC(=O)C1=CC=CC=C1SC2=CC3=C(C=C2)C(=NN3)C=CC4=CC=CC=N4. Drug 2: COC1=C2C(=CC3=C1OC=C3)C=CC(=O)O2. Cell line: SK-MEL-5. Synergy scores: CSS=-5.57, Synergy_ZIP=2.53, Synergy_Bliss=-2.86, Synergy_Loewe=-8.45, Synergy_HSA=-9.32. (2) Drug 1: CN(C(=O)NC(C=O)C(C(C(CO)O)O)O)N=O. Drug 2: CCC1(C2=C(COC1=O)C(=O)N3CC4=CC5=C(C=CC(=C5CN(C)C)O)N=C4C3=C2)O.Cl. Cell line: SR. Synergy scores: CSS=-1.29, Synergy_ZIP=-33.5, Synergy_Bliss=-70.4, Synergy_Loewe=-79.9, Synergy_HSA=-69.7. (3) Drug 1: CN1CCC(CC1)COC2=C(C=C3C(=C2)N=CN=C3NC4=C(C=C(C=C4)Br)F)OC. Drug 2: C1CNP(=O)(OC1)N(CCCl)CCCl. Cell line: NCI-H226. Synergy scores: CSS=6.60, Synergy_ZIP=2.83, Synergy_Bliss=5.67, Synergy_Loewe=-8.56, Synergy_HSA=2.04. (4) Drug 1: C1=C(C(=O)NC(=O)N1)N(CCCl)CCCl. Drug 2: CC12CCC3C(C1CCC2OP(=O)(O)O)CCC4=C3C=CC(=C4)OC(=O)N(CCCl)CCCl.[Na+]. Cell line: HOP-92. Synergy scores: CSS=19.7, Synergy_ZIP=-6.89, Synergy_Bliss=-9.20, Synergy_Loewe=-22.8, Synergy_HSA=-9.25. (5) Drug 1: CCN(CC)CCCC(C)NC1=C2C=C(C=CC2=NC3=C1C=CC(=C3)Cl)OC. Drug 2: COC1=C2C(=CC3=C1OC=C3)C=CC(=O)O2. Cell line: PC-3. Synergy scores: CSS=26.0, Synergy_ZIP=7.82, Synergy_Bliss=7.80, Synergy_Loewe=1.03, Synergy_HSA=4.10.